This data is from Catalyst prediction with 721,799 reactions and 888 catalyst types from USPTO. The task is: Predict which catalyst facilitates the given reaction. (1) Reactant: [CH2:1]([O:8][C:9]1[CH:10]=[C:11]([CH:16]=[C:17]([OH:19])[CH:18]=1)[C:12]([O:14][CH3:15])=[O:13])[C:2]1[CH:7]=[CH:6][CH:5]=[CH:4][CH:3]=1.[C:20](=O)([O-])[O-].[K+].[K+].IC. Product: [CH2:1]([O:8][C:9]1[CH:10]=[C:11]([CH:16]=[C:17]([O:19][CH3:20])[CH:18]=1)[C:12]([O:14][CH3:15])=[O:13])[C:2]1[CH:3]=[CH:4][CH:5]=[CH:6][CH:7]=1. The catalyst class is: 21. (2) Reactant: [NH2:1][C:2]1[CH:7]=[CH:6][C:5]([C:8]2[C:16]3[C:15]([NH:17][C@H:18]([C:20]4[N:25]([C:26]5[CH:31]=[CH:30][CH:29]=[CH:28][CH:27]=5)[C:24](=[O:32])[C:23]5=[C:33]([CH3:36])[CH:34]=[CH:35][N:22]5[N:21]=4)[CH3:19])=[N:14][CH:13]=[N:12][C:11]=3[N:10]([CH2:37][O:38][CH2:39][CH2:40][Si:41]([CH3:44])([CH3:43])[CH3:42])[CH:9]=2)=[C:4]([O:45][CH3:46])[CH:3]=1.[N-:47]=[C:48]=[O:49].[K+]. Product: [CH3:46][O:45][C:4]1[CH:3]=[C:2]([NH:1][C:48]([NH2:47])=[O:49])[CH:7]=[CH:6][C:5]=1[C:8]1[C:16]2[C:15]([NH:17][C@H:18]([C:20]3[N:25]([C:26]4[CH:31]=[CH:30][CH:29]=[CH:28][CH:27]=4)[C:24](=[O:32])[C:23]4=[C:33]([CH3:36])[CH:34]=[CH:35][N:22]4[N:21]=3)[CH3:19])=[N:14][CH:13]=[N:12][C:11]=2[N:10]([CH2:37][O:38][CH2:39][CH2:40][Si:41]([CH3:43])([CH3:42])[CH3:44])[CH:9]=1. The catalyst class is: 211.